Dataset: Catalyst prediction with 721,799 reactions and 888 catalyst types from USPTO. Task: Predict which catalyst facilitates the given reaction. Reactant: [H-].[Li+].[F:3][C:4]1[CH:9]=[CH:8][C:7]([N:10]2[CH2:14][CH2:13][CH:12]([C:15]([O:17][CH3:18])=[O:16])[C:11]2=[O:19])=[CH:6][CH:5]=1.IC.[CH3:22]COC(C)=O. Product: [F:3][C:4]1[CH:5]=[CH:6][C:7]([N:10]2[CH2:14][CH2:13][C:12]([CH3:22])([C:15]([O:17][CH3:18])=[O:16])[C:11]2=[O:19])=[CH:8][CH:9]=1. The catalyst class is: 3.